Dataset: Full USPTO retrosynthesis dataset with 1.9M reactions from patents (1976-2016). Task: Predict the reactants needed to synthesize the given product. Given the product [O:22]1[CH2:23][CH2:24][CH:19]([O:18][C:14]2[C:13]3[C:9]([O:8][CH2:7][CH:4]4[CH2:3][CH2:2][N:1]([CH2:25][C:27]5([C:32]([O:34][CH3:35])=[O:33])[CH2:31][CH2:30][CH2:29][CH2:28]5)[CH2:6][CH2:5]4)=[N:10][O:11][C:12]=3[CH:17]=[CH:16][CH:15]=2)[CH2:20][CH2:21]1, predict the reactants needed to synthesize it. The reactants are: [NH:1]1[CH2:6][CH2:5][CH:4]([CH2:7][O:8][C:9]2[C:13]3[C:14]([O:18][CH:19]4[CH2:24][CH2:23][O:22][CH2:21][CH2:20]4)=[CH:15][CH:16]=[CH:17][C:12]=3[O:11][N:10]=2)[CH2:3][CH2:2]1.[CH:25]([C:27]1([C:32]([O:34][CH3:35])=[O:33])[CH2:31][CH2:30][CH2:29][CH2:28]1)=O.C(C1(C(OC)=O)CCC1)=O.